This data is from Full USPTO retrosynthesis dataset with 1.9M reactions from patents (1976-2016). The task is: Predict the reactants needed to synthesize the given product. (1) The reactants are: [CH2:1]1[C@H:6]([NH2:7])[C@@H:5]([O:8][C@H]2O[C@H](CN)[C@@H](O)[C@H](O)[C@H]2O)[C@H](O)[C@@H:3](O[C@H]2O[C@H](CO)[C@@H](O)[C@H](N)[C@H]2O)[C@@H:2]1[NH2:33].OP([O-])(O)=O.[K+].C([O-])(=O)CCC([O-])=O.[C:48]([NH2:51])(=O)C.CCCCCCCCCCCC[O:64]S([O-])(=O)=O.[Na+].CN1C(SCC(NC2C(C(OC)=O)=CC=CC=2)=O)=NN=C1C12CC3CC(CC(C3)C1)C2.CC/C(/C1C=CC(O)=CC=1)=C(\C1C=CC(O)=CC=1)/CC. Given the product [NH2:7][C@H:6]([C:5]([OH:8])=[O:64])[CH2:1][C:2]1[N:33]=[CH:48][NH:51][CH:3]=1, predict the reactants needed to synthesize it. (2) The reactants are: CC(OI1(OC(C)=O)(OC(C)=O)OC(=O)C2C=CC=CC1=2)=O.[CH3:23][N:24]([CH3:47])[C:25]1[CH:34]=[C:33]2[C:28]([CH:29]=[C:30]3[CH2:45][CH2:44][C:43](=[O:46])[C:31]3=[C:32]2[C:35]2[CH:40]=[CH:39][C:38]([CH2:41][OH:42])=[CH:37][CH:36]=2)=[CH:27][CH:26]=1. Given the product [CH3:23][N:24]([CH3:47])[C:25]1[CH:34]=[C:33]2[C:28](=[CH:27][CH:26]=1)[CH:29]=[C:30]1[CH2:45][CH2:44][C:43](=[O:46])[C:31]1=[C:32]2[C:35]1[CH:36]=[CH:37][C:38]([CH:41]=[O:42])=[CH:39][CH:40]=1, predict the reactants needed to synthesize it. (3) Given the product [CH3:3][C:4]1[C:8]([C:9]2[C:18]3[O:17][CH:16]([CH2:19][OH:20])[CH:15]([C:24]4[CH:29]=[CH:28][CH:27]=[CH:26][N:25]=4)[N:14]4[C:30](=[O:32])[NH:31][C:12]([C:13]=34)=[CH:11][CH:10]=2)=[C:7]([CH3:33])[O:6][N:5]=1, predict the reactants needed to synthesize it. The reactants are: [BH4-].[Li+].[CH3:3][C:4]1[C:8]([C:9]2[C:18]3[O:17][CH:16]([C:19](OCC)=[O:20])[CH:15]([C:24]4[CH:29]=[CH:28][CH:27]=[CH:26][N:25]=4)[N:14]4[C:30](=[O:32])[NH:31][C:12]([C:13]=34)=[CH:11][CH:10]=2)=[C:7]([CH3:33])[O:6][N:5]=1. (4) Given the product [CH2:10]([O:11][CH2:13][C:14]([OH:16])=[O:15])[CH2:9][C:3]1[CH:8]=[CH:7][CH:6]=[CH:5][CH:4]=1, predict the reactants needed to synthesize it. The reactants are: [H-].[Na+].[C:3]1([CH2:9][CH2:10][OH:11])[CH:8]=[CH:7][CH:6]=[CH:5][CH:4]=1.Cl[CH2:13][C:14]([O-:16])=[O:15].[Na+]. (5) The reactants are: O=P(Cl)(Cl)[Cl:3].[F:6][C:7]1[CH:8]=[C:9]([C:13]2[C:22]3[C:17](=[CH:18][CH:19]=[C:20]([C:23]4[CH:28]=[CH:27][CH:26]=[CH:25][N:24]=4)[CH:21]=3)[C:16](O)=[N:15][C:14]=2[C:30]#[N:31])[CH:10]=[CH:11][CH:12]=1.C([O-])(O)=O.[Na+]. Given the product [Cl:3][C:16]1[C:17]2[C:22](=[CH:21][C:20]([C:23]3[CH:28]=[CH:27][CH:26]=[CH:25][N:24]=3)=[CH:19][CH:18]=2)[C:13]([C:9]2[CH:10]=[CH:11][CH:12]=[C:7]([F:6])[CH:8]=2)=[C:14]([C:30]#[N:31])[N:15]=1, predict the reactants needed to synthesize it. (6) Given the product [CH2:35]([N:32]1[C:27]2=[N:28][C:29]([CH2:30][CH3:31])=[C:24]([CH2:23][NH:22][C:20]([C:16]3[N:15]=[C:14]([C:12]([NH:11][CH2:10][C:4]4[CH:5]=[CH:6][C:7]([O:8][CH3:9])=[C:2]([C:56]5[CH:57]=[CH:52][CH:53]=[C:54]([CH2:58][CH:59]6[CH2:60][CH2:61][N:62]([C:65]([O:67][C:68]([CH3:71])([CH3:70])[CH3:69])=[O:66])[CH2:63][CH2:64]6)[CH:55]=5)[CH:3]=4)=[O:13])[CH:19]=[CH:18][CH:17]=3)=[O:21])[C:25]([NH:37][CH:38]3[CH2:43][CH2:42][O:41][CH2:40][CH2:39]3)=[C:26]2[CH:34]=[N:33]1)[CH3:36], predict the reactants needed to synthesize it. The reactants are: Br[C:2]1[CH:3]=[C:4]([CH2:10][NH:11][C:12]([C:14]2[CH:19]=[CH:18][CH:17]=[C:16]([C:20]([NH:22][CH2:23][C:24]3[C:25]([NH:37][CH:38]4[CH2:43][CH2:42][O:41][CH2:40][CH2:39]4)=[C:26]4[CH:34]=[N:33][N:32]([CH2:35][CH3:36])[C:27]4=[N:28][C:29]=3[CH2:30][CH3:31])=[O:21])[N:15]=2)=[O:13])[CH:5]=[CH:6][C:7]=1[O:8][CH3:9].CC1(C)C(C)(C)OB([C:52]2[CH:53]=[C:54]([CH2:58][CH:59]3[CH2:64][CH2:63][N:62]([C:65]([O:67][C:68]([CH3:71])([CH3:70])[CH3:69])=[O:66])[CH2:61][CH2:60]3)[CH:55]=[CH:56][CH:57]=2)O1.C([O-])([O-])=O.[Na+].[Na+]. (7) Given the product [CH:16]1[CH:17]=[CH:18][C:10]([OH:9])=[C:11]([C:12]2[N:13]=[C:8]([C:3]3[CH:4]=[CH:5][CH:6]=[CH:7][C:2]=3[OH:1])[N:19]([C:21]3[CH:29]=[CH:28][C:24]([C:25]([OH:27])=[O:26])=[CH:23][CH:22]=3)[N:20]=2)[CH:15]=1, predict the reactants needed to synthesize it. The reactants are: [OH:1][C:2]1[CH:7]=[CH:6][CH:5]=[CH:4][C:3]=1[C:8]1[O:9][C:10]2[CH:18]=[CH:17][CH:16]=[CH:15][C:11]=2[C:12](=O)[N:13]=1.[NH:19]([C:21]1[CH:29]=[CH:28][C:24]([C:25]([OH:27])=[O:26])=[CH:23][CH:22]=1)[NH2:20].C(O)C.S([O-])(O)(=O)=O.[K+].